Dataset: NCI-60 drug combinations with 297,098 pairs across 59 cell lines. Task: Regression. Given two drug SMILES strings and cell line genomic features, predict the synergy score measuring deviation from expected non-interaction effect. (1) Drug 1: C1=CC(=CC=C1CCCC(=O)O)N(CCCl)CCCl. Drug 2: CN1C(=O)N2C=NC(=C2N=N1)C(=O)N. Cell line: MCF7. Synergy scores: CSS=23.7, Synergy_ZIP=-3.84, Synergy_Bliss=-1.24, Synergy_Loewe=-11.9, Synergy_HSA=-5.69. (2) Drug 1: C1=NC2=C(N=C(N=C2N1C3C(C(C(O3)CO)O)F)Cl)N. Drug 2: CS(=O)(=O)CCNCC1=CC=C(O1)C2=CC3=C(C=C2)N=CN=C3NC4=CC(=C(C=C4)OCC5=CC(=CC=C5)F)Cl. Cell line: HOP-62. Synergy scores: CSS=20.7, Synergy_ZIP=-5.04, Synergy_Bliss=-9.71, Synergy_Loewe=-17.2, Synergy_HSA=-8.57. (3) Cell line: HS 578T. Synergy scores: CSS=4.81, Synergy_ZIP=-1.17, Synergy_Bliss=1.85, Synergy_Loewe=-0.657, Synergy_HSA=-0.109. Drug 1: C1CN1C2=NC(=NC(=N2)N3CC3)N4CC4. Drug 2: CC(C)(C#N)C1=CC(=CC(=C1)CN2C=NC=N2)C(C)(C)C#N. (4) Drug 1: C1=NC2=C(N=C(N=C2N1C3C(C(C(O3)CO)O)F)Cl)N. Drug 2: CN(C(=O)NC(C=O)C(C(C(CO)O)O)O)N=O. Cell line: RPMI-8226. Synergy scores: CSS=-1.26, Synergy_ZIP=-0.936, Synergy_Bliss=-4.01, Synergy_Loewe=-0.0192, Synergy_HSA=-3.91. (5) Drug 1: CC1=C(C(=O)C2=C(C1=O)N3CC4C(C3(C2COC(=O)N)OC)N4)N. Drug 2: CC(C)CN1C=NC2=C1C3=CC=CC=C3N=C2N. Cell line: NCI/ADR-RES. Synergy scores: CSS=0.447, Synergy_ZIP=3.08, Synergy_Bliss=1.51, Synergy_Loewe=-8.92, Synergy_HSA=-9.01.